Dataset: Forward reaction prediction with 1.9M reactions from USPTO patents (1976-2016). Task: Predict the product of the given reaction. (1) Given the reactants C(OC[N:9]1[CH:18]=[CH:17][C:16]2[C:11](=[CH:12][C:13]([CH2:19][N:20]3[CH2:25][CH2:24][C:23]([C:30](=[O:47])[NH:31][CH2:32][C:33]4[CH:38]=[C:37]([C:39]([F:42])([F:41])[F:40])[CH:36]=[C:35]([C:43]([F:46])([F:45])[F:44])[CH:34]=4)([CH2:26][CH:27]4[CH2:29][CH2:28]4)[CH2:22][CH2:21]3)=[CH:14][CH:15]=2)[C:10]1=[O:48])(=O)C(C)(C)C, predict the reaction product. The product is: [F:46][C:43]([F:44])([F:45])[C:35]1[CH:34]=[C:33]([CH:38]=[C:37]([C:39]([F:40])([F:41])[F:42])[CH:36]=1)[CH2:32][NH:31][C:30]([C:23]1([CH2:26][CH:27]2[CH2:28][CH2:29]2)[CH2:22][CH2:21][N:20]([CH2:19][C:13]2[CH:12]=[C:11]3[C:16]([CH:17]=[CH:18][NH:9][C:10]3=[O:48])=[CH:15][CH:14]=2)[CH2:25][CH2:24]1)=[O:47]. (2) Given the reactants [H-].[Na+].[Br:3][C:4]1[C:9]([OH:10])=[CH:8][CH:7]=[CH:6][N:5]=1.Br[CH:12]([CH3:14])[CH3:13].O, predict the reaction product. The product is: [Br:3][C:4]1[C:9]([O:10][CH:12]([CH3:14])[CH3:13])=[CH:8][CH:7]=[CH:6][N:5]=1. (3) Given the reactants OC(C(F)(F)F)=O.[Br:8][C:9]1[C:10]([NH:28][CH2:29][CH:30]2[CH2:34][CH2:33][CH2:32][O:31]2)=[N:11][C:12]([NH:15][C:16]2[CH:21]=[CH:20][C:19]([N:22]3[CH2:27][CH2:26][NH:25][CH2:24][CH2:23]3)=[CH:18][CH:17]=2)=[N:13][CH:14]=1.CCN(C(C)C)C(C)C.[C:44]1(=[O:50])[O:49][C:47](=[O:48])[CH2:46][CH2:45]1, predict the reaction product. The product is: [Br:8][C:9]1[C:10]([NH:28][CH2:29][CH:30]2[CH2:34][CH2:33][CH2:32][O:31]2)=[N:11][C:12]([NH:15][C:16]2[CH:21]=[CH:20][C:19]([N:22]3[CH2:27][CH2:26][N:25]([C:44](=[O:50])[CH2:45][CH2:46][C:47]([OH:49])=[O:48])[CH2:24][CH2:23]3)=[CH:18][CH:17]=2)=[N:13][CH:14]=1. (4) Given the reactants [Cl-].COC[P+]([C:18]1[CH:23]=[CH:22][CH:21]=[CH:20][CH:19]=1)([C:18]1[CH:23]=[CH:22][CH:21]=[CH:20][CH:19]=1)[C:18]1[CH:23]=[CH:22][CH:21]=[CH:20][CH:19]=1.[CH3:24][C:25]([O-])(C)[CH3:26].[K+].[CH2:30]1[CH2:34][O:33][CH2:32][CH2:31]1, predict the reaction product. The product is: [CH2:24]([CH:20]1[CH2:19][CH2:34][CH:30]2[CH:22]([CH2:23][CH2:18][C:32](=[O:33])[CH2:31]2)[CH2:21]1)[CH2:25][CH3:26]. (5) The product is: [CH3:26][C:23]1([CH3:27])[O:22][CH2:21][C:20]([CH2:19][OH:1])([CH2:28][N:29]2[CH:33]=[C:32]([CH2:34][O:35][CH2:36][O:37][CH3:38])[N:31]=[C:30]2[N+:39]([O-:41])=[O:40])[CH2:25][O:24]1. Given the reactants [O:1]([CH2:19][C:20]1([CH2:28][N:29]2[CH:33]=[C:32]([CH2:34][O:35][CH2:36][O:37][CH3:38])[N:31]=[C:30]2[N+:39]([O-:41])=[O:40])[CH2:25][O:24][C:23]([CH3:27])([CH3:26])[O:22][CH2:21]1)[Si](C(C)(C)C)(C1C=CC=CC=1)C1C=CC=CC=1.[F-].C([N+](CCCC)(CCCC)CCCC)CCC, predict the reaction product. (6) Given the reactants [Cl:1][C:2]1[CH:3]=[C:4]2[C:9](=[CH:10][C:11]=1[C:12]([OH:14])=O)[N:8]=[CH:7][N:6]=[C:5]2[NH:15][CH:16]([C:18]1[NH:22][C:21]2[CH:23]=[CH:24][C:25]([Cl:27])=[CH:26][C:20]=2[N:19]=1)[CH3:17].FC1C(OC(N(C)C)=[N+](C)C)=C(F)C(F)=C(F)C=1F.F[P-](F)(F)(F)(F)F.C(N(C(C)C)CC)(C)C.[CH2:63]=[C:64]1[CH2:69][CH2:68][NH:67][CH2:66][CH2:65]1, predict the reaction product. The product is: [Cl:1][C:2]1[CH:3]=[C:4]2[C:9](=[CH:10][C:11]=1[C:12]([N:67]1[CH2:68][CH2:69][C:64](=[CH2:63])[CH2:65][CH2:66]1)=[O:14])[N:8]=[CH:7][N:6]=[C:5]2[NH:15][CH:16]([C:18]1[NH:22][C:21]2[CH:23]=[CH:24][C:25]([Cl:27])=[CH:26][C:20]=2[N:19]=1)[CH3:17]. (7) The product is: [C:9]1([S:8][CH2:7][CH2:6][CH2:5][CH2:4][CH2:3][CH2:2][N:15]2[CH2:20][CH2:19][CH:18]([C:21]3[CH:22]=[C:23]([NH:27][C:28](=[O:31])[CH2:29][CH3:30])[CH:24]=[CH:25][CH:26]=3)[CH2:17][CH2:16]2)[CH:14]=[CH:13][CH:12]=[CH:11][CH:10]=1. Given the reactants Cl[CH2:2][CH2:3][CH2:4][CH2:5][CH2:6][CH2:7][S:8][C:9]1[CH:14]=[CH:13][CH:12]=[CH:11][CH:10]=1.[NH:15]1[CH2:20][CH2:19][CH:18]([C:21]2[CH:22]=[C:23]([NH:27][C:28](=[O:31])[CH2:29][CH3:30])[CH:24]=[CH:25][CH:26]=2)[CH2:17][CH2:16]1, predict the reaction product. (8) Given the reactants Br[C:2]1[CH:3]=[C:4]([CH:16]=[O:17])[C:5]([N:8]2[CH2:13][C@@H:12]([CH3:14])[O:11][C@@H:10]([CH3:15])[CH2:9]2)=[N:6][CH:7]=1.C([Sn](CCCC)(CCCC)[C:23]1[S:24][C:25]2[CH:31]=[CH:30][CH:29]=[CH:28][C:26]=2[N:27]=1)CCC, predict the reaction product. The product is: [S:24]1[C:25]2[CH:31]=[CH:30][CH:29]=[CH:28][C:26]=2[N:27]=[C:23]1[C:2]1[CH:3]=[C:4]([CH:16]=[O:17])[C:5]([N:8]2[CH2:13][C@H:12]([CH3:14])[O:11][C@H:10]([CH3:15])[CH2:9]2)=[N:6][CH:7]=1. (9) Given the reactants [OH:1][C:2]([C@H:27]1[CH2:32][CH2:31][C@H:30]([C:33]#[N:34])[CH2:29][CH2:28]1)([C:4]1[S:5][C:6]([C:9]2[CH:14]=[C:13]([NH:15][C:16]3[N:21]=[C:20]([C:22]([F:25])([F:24])[F:23])[CH:19]=[CH:18][N:17]=3)[CH:12]=[C:11]([CH3:26])[CH:10]=2)=[CH:7][N:8]=1)[CH3:3].[N-:35]=[N+:36]=[N-:37].[Na+].CS(C)=[O:41].CN([CH:46]=[O:47])C, predict the reaction product. The product is: [F:23][C:22]([F:25])([F:24])[C:46]([O-:47])=[O:41].[OH:1][C:2]([C:4]1[S:5][C:6]([C:9]2[CH:14]=[C:13]([NH:15][C:16]3[N:21]=[C:20]([C:22]([F:24])([F:23])[F:25])[CH:19]=[CH:18][NH+:17]=3)[CH:12]=[C:11]([CH3:26])[CH:10]=2)=[CH:7][N:8]=1)([C@H:27]1[CH2:28][CH2:29][C@H:30]([C:33]2[N:35]=[N:36][NH:37][N:34]=2)[CH2:31][CH2:32]1)[CH3:3].